Dataset: Forward reaction prediction with 1.9M reactions from USPTO patents (1976-2016). Task: Predict the product of the given reaction. (1) Given the reactants [C:1]([C:5]1[C:14]2[O:13][CH2:12][CH2:11][N:10]([CH3:15])[C:9]=2[CH:8]=[C:7]([C:16](=[O:18])[CH3:17])[CH:6]=1)([CH3:4])([CH3:3])[CH3:2].[Br-:19].[Br-].[Br-].C([N+](CCCC)(CCCC)CCCC)CCC.C([N+](CCCC)(CCCC)CCCC)CCC.C([N+](CCCC)(CCCC)CCCC)CCC.[Br-].[Br-].[Br-].C([NH3+])CCC.C([NH3+])CCC.C([NH3+])CCC, predict the reaction product. The product is: [Br:19][CH2:17][C:16]([C:7]1[CH:6]=[C:5]([C:1]([CH3:4])([CH3:2])[CH3:3])[C:14]2[O:13][CH2:12][CH2:11][N:10]([CH3:15])[C:9]=2[CH:8]=1)=[O:18]. (2) Given the reactants [Br:1][C:2]1[CH:6]=[C:5]([C:7]([OH:9])=O)[N:4]([C:10]2[C:15]([Cl:16])=[CH:14][CH:13]=[CH:12][N:11]=2)[N:3]=1.[NH2:17][C:18]1[C:27]([CH3:28])=[CH:26][C:25]([C:29]#[N:30])=[CH:24][C:19]=1[C:20]([NH:22][CH3:23])=[O:21].N1C=CC=C(C)C=1.CS(Cl)(=O)=O.Cl, predict the reaction product. The product is: [Br:1][C:2]1[CH:6]=[C:5]([C:7]([NH:17][C:18]2[C:19]([C:20]([NH:22][CH3:23])=[O:21])=[CH:24][C:25]([C:29]#[N:30])=[CH:26][C:27]=2[CH3:28])=[O:9])[N:4]([C:10]2[C:15]([Cl:16])=[CH:14][CH:13]=[CH:12][N:11]=2)[N:3]=1. (3) Given the reactants [C:1]([O:5][C:6]([NH:8][C@@H:9]([CH2:13][C:14]1[CH:23]=[CH:22][C:21]2[C:16](=[CH:17][CH:18]=[CH:19][CH:20]=2)[CH:15]=1)[C:10](O)=[O:11])=[O:7])([CH3:4])([CH3:3])[CH3:2].CN.C1C[N:29]([P+](ON2N=NC3C=CC=CC2=3)(N2CCCC2)N2CCCC2)[CH2:28]C1.F[P-](F)(F)(F)(F)F.C(N(CC)CC)C, predict the reaction product. The product is: [C:1]([O:5][C:6](=[O:7])[NH:8][C@H:9]([C:10](=[O:11])[NH:29][CH3:28])[CH2:13][C:14]1[CH:23]=[CH:22][C:21]2[C:16](=[CH:17][CH:18]=[CH:19][CH:20]=2)[CH:15]=1)([CH3:4])([CH3:3])[CH3:2]. (4) Given the reactants [NH:1]1[C:5]2[CH:6]=[C:7]([C:10]3[C:11]([CH2:16][NH2:17])=[N:12][O:13][C:14]=3[CH3:15])[CH:8]=[CH:9][C:4]=2[N:3]=[CH:2]1.[CH3:18][C:19](OC(C)=O)=[O:20].CO, predict the reaction product. The product is: [NH:1]1[C:5]2[CH:6]=[C:7]([C:10]3[C:11]([CH2:16][NH:17][C:19](=[O:20])[CH3:18])=[N:12][O:13][C:14]=3[CH3:15])[CH:8]=[CH:9][C:4]=2[N:3]=[CH:2]1. (5) The product is: [O:23]1[C:22]2[CH:24]=[CH:25][CH:26]=[CH:27][C:21]=2[O:20][CH2:19][C@@H:18]1[CH2:16][N:12]1[CH2:13][CH2:14][CH2:15][C@H:10]([C:6]2[CH:5]=[C:4]([CH2:3][OH:2])[CH:9]=[CH:8][CH:7]=2)[CH2:11]1. Given the reactants C[O:2][C:3](=O)[C:4]1[CH:9]=[CH:8][CH:7]=[C:6]([C@H:10]2[CH2:15][CH2:14][CH2:13][N:12]([C:16]([C@@H:18]3[O:23][C:22]4[CH:24]=[CH:25][CH:26]=[CH:27][C:21]=4[O:20][CH2:19]3)=O)[CH2:11]2)[CH:5]=1.[H-].[H-].[H-].[H-].[Li+].[Al+3].O.[OH-].[Na+], predict the reaction product. (6) Given the reactants [CH2:1]([O:3][C:4]([C:6]1[S:15][C:9]2[N:10]=[CH:11][N:12]=[C:13]([Cl:14])[C:8]=2[C:7]=1[OH:16])=[O:5])C.[H-].[Na+].[CH3:19]I, predict the reaction product. The product is: [CH3:1][O:3][C:4]([C:6]1[S:15][C:9]2[N:10]=[CH:11][N:12]=[C:13]([Cl:14])[C:8]=2[C:7]=1[O:16][CH3:19])=[O:5].